This data is from Full USPTO retrosynthesis dataset with 1.9M reactions from patents (1976-2016). The task is: Predict the reactants needed to synthesize the given product. (1) The reactants are: Br[C:2]1[CH:3]=[C:4]2[C:8](=[C:9]([C:11]#[N:12])[CH:10]=1)[NH:7][N:6]=[C:5]2[CH:13]1[CH2:18][CH2:17][N:16]([S:19]([CH2:22][CH3:23])(=[O:21])=[O:20])[CH2:15][CH2:14]1.[F:24][C:25]1[CH:30]=[CH:29][CH:28]=[CH:27][C:26]=1B(O)O.[OH-].[K+]. Given the product [CH2:22]([S:19]([N:16]1[CH2:17][CH2:18][CH:13]([C:5]2[C:4]3[C:8](=[C:9]([C:11]#[N:12])[CH:10]=[C:2]([C:26]4[CH:27]=[CH:28][CH:29]=[CH:30][C:25]=4[F:24])[CH:3]=3)[NH:7][N:6]=2)[CH2:14][CH2:15]1)(=[O:21])=[O:20])[CH3:23], predict the reactants needed to synthesize it. (2) Given the product [C:1]([O:5][C:6]([N:8]1[C:16]2[C:11](=[CH:12][C:13]([NH:17][C:39](=[O:40])[C:38]([N:35]3[CH2:34][CH2:33][CH:32]([CH2:25][C:26]4[CH:27]=[CH:28][CH:29]=[CH:30][CH:31]=4)[CH2:37][CH2:36]3)=[O:42])=[CH:14][CH:15]=2)[CH2:10][CH2:9]1)=[O:7])([CH3:4])([CH3:2])[CH3:3], predict the reactants needed to synthesize it. The reactants are: [C:1]([O:5][C:6]([N:8]1[C:16]2[C:11](=[CH:12][C:13]([NH2:17])=[CH:14][CH:15]=2)[CH2:10][CH2:9]1)=[O:7])([CH3:4])([CH3:3])[CH3:2].C(N(CC)CC)C.[CH2:25]([CH:32]1[CH2:37][CH2:36][N:35]([C:38](=[O:42])[C:39](Cl)=[O:40])[CH2:34][CH2:33]1)[C:26]1[CH:31]=[CH:30][CH:29]=[CH:28][CH:27]=1. (3) The reactants are: [N+:1]([C:4]1[CH:9]=[CH:8][C:7]([C:10]2[C:18]3[C:13](=[N:14][CH:15]=[N:16][C:17]=3[NH2:19])[NH:12][N:11]=2)=[CH:6][CH:5]=1)([O-:3])=[O:2].C([O-])([O-])=O.[K+].[K+].CS(O[C@@H:31]1[CH2:35][CH2:34][O:33][CH2:32]1)(=O)=O. Given the product [O:33]1[CH2:34][CH2:35][C@H:31]([N:12]2[C:13]3=[N:14][CH:15]=[N:16][C:17]([NH2:19])=[C:18]3[C:10]([C:7]3[CH:6]=[CH:5][C:4]([N+:1]([O-:3])=[O:2])=[CH:9][CH:8]=3)=[N:11]2)[CH2:32]1, predict the reactants needed to synthesize it. (4) Given the product [C:15]([O:14][CH2:13][C@H:12]([C:11]1[C:2]([Br:1])=[C:3]2[C:8](=[CH:9][C:10]=1[CH3:26])[N:7]=[C:6]([CH2:28][N:40]([CH3:41])[CH3:39])[CH:5]=[CH:4]2)[O:21][C:22]([CH3:25])([CH3:24])[CH3:23])(=[O:20])[C:16]([CH3:19])([CH3:18])[CH3:17], predict the reactants needed to synthesize it. The reactants are: [Br:1][C:2]1[C:11]([C@H:12]([O:21][C:22]([CH3:25])([CH3:24])[CH3:23])[CH2:13][O:14][C:15](=[O:20])[C:16]([CH3:19])([CH3:18])[CH3:17])=[C:10]([CH3:26])[CH:9]=[C:8]2[C:3]=1[CH:4]=[CH:5][C:6]([CH3:28])=[N+:7]2[O-].C1(S(Cl)(=O)=O)C=CC=CC=1.[CH3:39][NH:40][CH3:41]. (5) Given the product [Cl:1][C:2]1[N:3]=[CH:4][CH:5]=[C:6]2[C:10]([C:11]3[CH:12]=[CH:13][N:24]=[C:22]([NH:21][C:25]4[CH:26]=[C:27]([S:31]([NH2:34])(=[O:32])=[O:33])[CH:28]=[CH:29][CH:30]=4)[N:23]=3)=[CH:9][N:8]([CH2:18][CH3:19])[C:7]=12, predict the reactants needed to synthesize it. The reactants are: [Cl:1][C:2]1[N:3]=[CH:4][CH:5]=[C:6]2[C:10]([C:11](=O)/[CH:12]=[CH:13]/N(C)C)=[CH:9][N:8]([CH2:18][CH3:19])[C:7]=12.Cl.[NH:21]([C:25]1[CH:26]=[C:27]([S:31]([NH2:34])(=[O:33])=[O:32])[CH:28]=[CH:29][CH:30]=1)[C:22]([NH2:24])=[NH:23]. (6) The reactants are: C([O:4][C:5]1[CH:10]=[CH:9][C:8]([C:11]2[N:12]=[C:13]3[CH:18]=[CH:17][C:16]([O:19][CH2:20][CH:21]4[CH2:23][CH2:22]4)=[CH:15][N:14]3[CH:24]=2)=[CH:7][CH:6]=1)(=O)C.[F:25]C(F)(F)S([O-])(=O)=O.ClC1C=CC=C(Cl)[N+]=1F.C(=O)([O-])O.[Na+]. Given the product [CH:21]1([CH2:20][O:19][C:16]2[CH:17]=[CH:18][C:13]3[N:14]([C:24]([F:25])=[C:11]([C:8]4[CH:9]=[CH:10][C:5]([OH:4])=[CH:6][CH:7]=4)[N:12]=3)[CH:15]=2)[CH2:23][CH2:22]1, predict the reactants needed to synthesize it. (7) Given the product [O:18]=[C:15]1[NH:14][CH:13]=[C:12]([CH2:11][NH:10][C:5]2[CH:6]=[CH:7][CH:8]=[CH:9][C:4]=2[C:3]([OH:19])=[O:2])[CH:17]=[CH:16]1, predict the reactants needed to synthesize it. The reactants are: C[O:2][C:3](=[O:19])[C:4]1[CH:9]=[CH:8][CH:7]=[CH:6][C:5]=1[NH:10][CH2:11][C:12]1[CH:17]=[CH:16][C:15](=[O:18])[NH:14][CH:13]=1.[OH-].[Na+].